This data is from Plasma protein binding rate (PPBR) regression data from AstraZeneca. The task is: Regression/Classification. Given a drug SMILES string, predict its absorption, distribution, metabolism, or excretion properties. Task type varies by dataset: regression for continuous measurements (e.g., permeability, clearance, half-life) or binary classification for categorical outcomes (e.g., BBB penetration, CYP inhibition). For this dataset (ppbr_az), we predict Y. The Y is 64.5 %. The molecule is CC(C)Cn1c(=O)n(C)c(=O)c2c(C(=O)N3CC[C@@H](O)C3)c(Cc3ccnc4ccccc34)sc21.